From a dataset of Catalyst prediction with 721,799 reactions and 888 catalyst types from USPTO. Predict which catalyst facilitates the given reaction. Reactant: [OH:1][C:2]1([C:26]2[N:30](COCC[Si](C)(C)C)[C:29]3[CH:39]=[C:40]([C:43]#[N:44])[CH:41]=[CH:42][C:28]=3[N:27]=2)[C:12]2[C:13]3[C:5](=[CH:6][N:7]([S:16]([C:19]4[CH:25]=[CH:24][C:22]([CH3:23])=[CH:21][CH:20]=4)(=[O:18])=[O:17])[C:8]=3[C:9]([CH3:15])=[CH:10][C:11]=2[CH3:14])[CH2:4][CH2:3]1.OC1(C2N(COCC[Si](C)(C)C)C3C=CC(C#N)=CC=3N=2)C2C3C(=CN(S(C4C=CC(C)=CC=4)(=O)=O)C=3C(C)=CC=2C)CC1.F[B-](F)(F)F.[Li+]. Product: [OH:1][C:2]1([C:26]2[NH:27][C:28]3[CH:42]=[CH:41][C:40]([C:43]#[N:44])=[CH:39][C:29]=3[N:30]=2)[C:12]2[C:13]3[C:5](=[CH:6][N:7]([S:16]([C:19]4[CH:20]=[CH:21][C:22]([CH3:23])=[CH:24][CH:25]=4)(=[O:18])=[O:17])[C:8]=3[C:9]([CH3:15])=[CH:10][C:11]=2[CH3:14])[CH2:4][CH2:3]1. The catalyst class is: 6.